Dataset: CYP1A2 inhibition data for predicting drug metabolism from PubChem BioAssay. Task: Regression/Classification. Given a drug SMILES string, predict its absorption, distribution, metabolism, or excretion properties. Task type varies by dataset: regression for continuous measurements (e.g., permeability, clearance, half-life) or binary classification for categorical outcomes (e.g., BBB penetration, CYP inhibition). Dataset: cyp1a2_veith. (1) The molecule is COCC(=O)N1CCC[C@@]2(CCN(C(=O)Nc3ccccc3)C2)C1. The result is 0 (non-inhibitor). (2) The compound is COc1cc2nc3c(c([Si](C)(C)C(C)(C)C)c2cc1OC)Cn1c-3cccc1=O. The result is 1 (inhibitor). (3) The compound is Cc1cccn2c(=O)c(/C=N/O)c(N3CCCC3)nc12. The result is 1 (inhibitor). (4) The compound is Cc1noc(C)c1-c1cc(Nc2ccccc2)ncn1. The result is 1 (inhibitor). (5) The molecule is CCN1C(=O)[C@H]2CC[C@H]3/C(=N\O[C@@H](C)CN4CCCCc5nc(C)c(C)cc54)C[C@@H](O)[C@@H](O)[C@@H]3[C@@H]2C1=O. The result is 0 (non-inhibitor). (6) The molecule is COc1ccc(-c2nc3c([nH]2)c(=O)n(C)c(=O)n3C)c(OC)c1. The result is 1 (inhibitor). (7) The drug is Cc1cc([N+](=O)[O-])c(C)c(Br)c1C. The result is 1 (inhibitor). (8) The compound is CCS(=O)(=O)NCCc1cc2ccc(C)cc2[nH]c1=O. The result is 1 (inhibitor).